From a dataset of Full USPTO retrosynthesis dataset with 1.9M reactions from patents (1976-2016). Predict the reactants needed to synthesize the given product. (1) Given the product [CH3:1][C:2]1[C:11]([CH2:12][CH2:13][C:14]#[N:15])=[CH:10][C:9]2[CH2:8][CH2:7][CH2:6][NH:5][C:4]=2[N:3]=1, predict the reactants needed to synthesize it. The reactants are: [CH3:1][C:2]1[C:11]([CH2:12][CH2:13][C:14]#[N:15])=[CH:10][C:9]2[C:4](=[N:5][CH:6]=[CH:7][CH:8]=2)[N:3]=1.[H][H]. (2) Given the product [CH3:6][O:7][C:8]1[CH:9]=[C:10]([Li:5])[CH:11]=[C:12]([O:16][CH3:17])[C:13]=1[O:14][CH3:15], predict the reactants needed to synthesize it. The reactants are: C([Li:5])CCC.[CH3:6][O:7][C:8]1[CH:9]=[C:10](Br)[CH:11]=[C:12]([O:16][CH3:17])[C:13]=1[O:14][CH3:15].